From a dataset of Peptide-MHC class II binding affinity with 134,281 pairs from IEDB. Regression. Given a peptide amino acid sequence and an MHC pseudo amino acid sequence, predict their binding affinity value. This is MHC class II binding data. (1) The peptide sequence is MGQLISFFGEIPSII. The MHC is DRB1_0404 with pseudo-sequence DRB1_0404. The binding affinity (normalized) is 0.531. (2) The peptide sequence is DQGCSSALGSGPYGA. The MHC is DRB3_0301 with pseudo-sequence DRB3_0301. The binding affinity (normalized) is 0.